From a dataset of Full USPTO retrosynthesis dataset with 1.9M reactions from patents (1976-2016). Predict the reactants needed to synthesize the given product. (1) The reactants are: [C:1]([C:5]1[N:6]=[C:7]([NH:10][C:11]([CH2:13][C:14]2[CH:25]=[CH:24][N:17]3[C:18](=[O:23])[CH2:19][C:20](=O)[N:21]=[C:16]3[CH:15]=2)=[O:12])[S:8][CH:9]=1)([CH3:4])([CH3:3])[CH3:2].P(Cl)(OC1C=CC=CC=1)(OC1C=CC=CC=1)=O.C(N(C(C)C)CC)(C)C.Cl.[OH:53][C@@H:54]1[CH2:59][CH2:58][CH2:57][NH:56][CH2:55]1. Given the product [C:1]([C:5]1[N:6]=[C:7]([NH:10][C:11]([CH2:13][C:14]2[CH:25]=[CH:24][N:17]3[C:18](=[O:23])[CH:19]=[C:20]([N:56]4[CH2:57][CH2:58][CH2:59][C@@H:54]([OH:53])[CH2:55]4)[N:21]=[C:16]3[CH:15]=2)=[O:12])[S:8][CH:9]=1)([CH3:3])([CH3:4])[CH3:2], predict the reactants needed to synthesize it. (2) Given the product [CH3:1][O:2][C:3]1[CH:4]=[C:5]([CH:31]=[CH:32][C:33]=1[O:34][CH3:35])[CH2:6][CH:7]1[C:16]2[C:11](=[CH:12][C:13]([O:18][CH3:19])=[C:14]([O:17][CH2:36][CH2:37][CH3:38])[CH:15]=2)[CH2:10][CH2:9][N:8]1[CH2:20][C:21]([NH:23][CH2:24][C:25]1[CH:30]=[CH:29][CH:28]=[CH:27][CH:26]=1)=[O:22], predict the reactants needed to synthesize it. The reactants are: [CH3:1][O:2][C:3]1[CH:4]=[C:5]([CH:31]=[CH:32][C:33]=1[O:34][CH3:35])[CH2:6][CH:7]1[C:16]2[C:11](=[CH:12][C:13]([O:18][CH3:19])=[C:14]([OH:17])[CH:15]=2)[CH2:10][CH2:9][N:8]1[CH2:20][C:21]([NH:23][CH2:24][C:25]1[CH:30]=[CH:29][CH:28]=[CH:27][CH:26]=1)=[O:22].[CH2:36](Br)[CH2:37][CH3:38].